The task is: Regression. Given two drug SMILES strings and cell line genomic features, predict the synergy score measuring deviation from expected non-interaction effect.. This data is from NCI-60 drug combinations with 297,098 pairs across 59 cell lines. (1) Drug 1: C1=CC(=CC=C1CCCC(=O)O)N(CCCl)CCCl. Drug 2: CN(C(=O)NC(C=O)C(C(C(CO)O)O)O)N=O. Cell line: HOP-62. Synergy scores: CSS=9.81, Synergy_ZIP=0.00596, Synergy_Bliss=-4.71, Synergy_Loewe=-14.2, Synergy_HSA=-4.45. (2) Drug 1: CC1=C(C=C(C=C1)C(=O)NC2=CC(=CC(=C2)C(F)(F)F)N3C=C(N=C3)C)NC4=NC=CC(=N4)C5=CN=CC=C5. Drug 2: C1CNP(=O)(OC1)N(CCCl)CCCl. Cell line: SW-620. Synergy scores: CSS=-5.61, Synergy_ZIP=3.10, Synergy_Bliss=1.66, Synergy_Loewe=-2.34, Synergy_HSA=-3.65.